From a dataset of Retrosynthesis with 50K atom-mapped reactions and 10 reaction types from USPTO. Predict the reactants needed to synthesize the given product. (1) Given the product O=C(c1ncn([C@@H]2CCCC[C@@]2(O)COC2CCS(=O)(=O)CC2)c1-c1ccccc1)N1CCNC[C@H]1Cc1ccccc1, predict the reactants needed to synthesize it. The reactants are: CC(C)(C)OC(=O)N1CCN(C(=O)c2ncn(C3CCCCC3(O)COC3CCS(=O)(=O)CC3)c2-c2ccccc2)[C@H](Cc2ccccc2)C1. (2) Given the product Nc1nccc(-c2c(-c3ccc(F)cc3)ncn2C2CNC2)n1, predict the reactants needed to synthesize it. The reactants are: CC(C)(C)OC(=O)N1CC(n2cnc(-c3ccc(F)cc3)c2-c2ccnc(N)n2)C1.